From a dataset of Catalyst prediction with 721,799 reactions and 888 catalyst types from USPTO. Predict which catalyst facilitates the given reaction. (1) Reactant: [SiH](CC)(CC)CC.B(F)(F)F.CCOCC.[S:17]1[C:21]2[CH:22]=[CH:23][CH:24]=[CH:25][C:20]=2[CH:19]=[C:18]1[CH:26]([C:28]1[CH:33]=[C:32]([Br:34])[CH:31]=[CH:30][C:29]=1[Cl:35])O.C(=O)(O)[O-].[Na+]. Product: [Br:34][C:32]1[CH:31]=[CH:30][C:29]([Cl:35])=[C:28]([CH:33]=1)[CH2:26][C:18]1[S:17][C:21]2[CH:22]=[CH:23][CH:24]=[CH:25][C:20]=2[CH:19]=1. The catalyst class is: 22. (2) The catalyst class is: 114. Product: [F:2][C:3]1[C:4]([CH:10]([NH:12][C:14]2[N:15]=[C:16]([NH:33][C:34]3[N:35]=[CH:36][N:37]([CH3:39])[CH:38]=3)[C:17]3[CH:22]=[CH:21][N:20]([S:23]([C:26]4[CH:31]=[CH:30][C:29]([CH3:32])=[CH:28][CH:27]=4)(=[O:25])=[O:24])[C:18]=3[N:19]=2)[CH3:11])=[N:5][CH:6]=[C:7]([F:9])[CH:8]=1. Reactant: Cl.[F:2][C:3]1[C:4]([CH:10]([NH2:12])[CH3:11])=[N:5][CH:6]=[C:7]([F:9])[CH:8]=1.Cl[C:14]1[N:15]=[C:16]([NH:33][C:34]2[N:35]=[CH:36][N:37]([CH3:39])[CH:38]=2)[C:17]2[CH:22]=[CH:21][N:20]([S:23]([C:26]3[CH:31]=[CH:30][C:29]([CH3:32])=[CH:28][CH:27]=3)(=[O:25])=[O:24])[C:18]=2[N:19]=1.CCN(C(C)C)C(C)C.